From a dataset of Full USPTO retrosynthesis dataset with 1.9M reactions from patents (1976-2016). Predict the reactants needed to synthesize the given product. (1) Given the product [Br:10][C:11]1[C:12]([N:32]2[CH2:36][CH2:35][C@H:34]([CH2:37][OH:38])[CH2:33]2)=[N:13][CH:14]=[C:15]([CH:30]=1)[C:16]([NH:18][C:19]1[CH:24]=[CH:23][C:22]([S:25][C:26]([F:29])([F:28])[F:27])=[CH:21][CH:20]=1)=[O:17], predict the reactants needed to synthesize it. The reactants are: CCN(C(C)C)C(C)C.[Br:10][C:11]1[C:12](Cl)=[N:13][CH:14]=[C:15]([CH:30]=1)[C:16]([NH:18][C:19]1[CH:24]=[CH:23][C:22]([S:25][C:26]([F:29])([F:28])[F:27])=[CH:21][CH:20]=1)=[O:17].[NH:32]1[CH2:36][CH2:35][C@H:34]([CH2:37][OH:38])[CH2:33]1. (2) Given the product [CH2:17]([O:16][C:14](=[O:15])[CH2:13][CH2:12][O:11][CH2:10][C:9]([NH:28][C:43](=[O:44])[CH2:42][CH2:41][NH:40][C:30]([O:32][CH2:33][C:34]1[CH:35]=[CH:36][CH:37]=[CH:38][CH:39]=1)=[O:31])([CH2:19][O:20][CH2:21][CH2:22][C:23]([O:25][CH2:26][CH3:27])=[O:24])[CH2:8][O:7][CH2:6][CH2:5][C:4]([O:3][CH2:1][CH3:2])=[O:29])[CH3:18], predict the reactants needed to synthesize it. The reactants are: [CH2:1]([O:3][C:4](=[O:29])[CH2:5][CH2:6][O:7][CH2:8][C:9]([NH2:28])([CH2:19][O:20][CH2:21][CH2:22][C:23]([O:25][CH2:26][CH3:27])=[O:24])[CH2:10][O:11][CH2:12][CH2:13][C:14]([O:16][CH2:17][CH3:18])=[O:15])[CH3:2].[C:30]([NH:40][CH2:41][CH2:42][C:43](O)=[O:44])([O:32][CH2:33][C:34]1[CH:39]=[CH:38][CH:37]=[CH:36][CH:35]=1)=[O:31].C(N=C=NCCCN(C)C)C. (3) Given the product [Br:10][C:8]1[CH:7]=[CH:6][C:5]([S:11][C:12](=[O:16])[N:13]([CH3:14])[CH3:15])=[C:4]([CH:9]=1)[C:3]([OH:17])=[O:2], predict the reactants needed to synthesize it. The reactants are: C[O:2][C:3](=[O:17])[C:4]1[CH:9]=[C:8]([Br:10])[CH:7]=[CH:6][C:5]=1[S:11][C:12](=[O:16])[N:13]([CH3:15])[CH3:14].O.[OH-].[Li+]. (4) Given the product [CH:26]1([C@H:5]2[C@H:6]([CH3:25])[C@@H:7]([NH:17][C:18]3[CH:23]=[CH:22][CH:21]=[C:20]([CH3:24])[N:19]=3)[C:8]3[C:13](=[CH:12][CH:11]=[C:10]([C:14]([N:43]4[CH2:42][CH2:41][CH2:40][CH2:38]4)=[O:16])[CH:9]=3)[N:4]2[C:1](=[O:3])[CH3:2])[CH2:27][CH2:28]1, predict the reactants needed to synthesize it. The reactants are: [C:1]([N:4]1[C:13]2[C:8](=[CH:9][C:10]([C:14]([OH:16])=O)=[CH:11][CH:12]=2)[C@H:7]([NH:17][C:18]2[CH:23]=[CH:22][CH:21]=[C:20]([CH3:24])[N:19]=2)[C@@H:6]([CH3:25])[C@@H:5]1[CH:26]1[CH2:28][CH2:27]1)(=[O:3])[CH3:2].CN(C(ON1N=NC2[CH:40]=[CH:41][CH:42]=[N:43][C:38]1=2)=[N+](C)C)C.F[P-](F)(F)(F)(F)F.N1CCCC1.CCN(C(C)C)C(C)C. (5) Given the product [C:1]([C:5]1[CH:6]=[C:7]([CH:11]=[CH:12][C:13]=1[O:20][CH3:21])[C:8]([O:10][CH3:22])=[O:9])([CH3:4])([CH3:3])[CH3:2], predict the reactants needed to synthesize it. The reactants are: [C:1]([C:5]1[CH:6]=[C:7]([CH:11]=[CH:12][C:13]=1O)[C:8]([OH:10])=[O:9])([CH3:4])([CH3:3])[CH3:2].S([O:20][CH3:21])(OC)(=O)=O.[C:22](=O)([O-])[O-].[K+].[K+].O. (6) The reactants are: [CH2:1]([C:3]1[CH:4]=[CH:5][CH:6]=[C:7]2[C:12]=1[N:11]=[C:10]([CH3:13])[CH:9]=[CH:8]2)[CH3:2].[O:14]1CCOCC1. Given the product [CH2:1]([C:3]1[CH:4]=[CH:5][CH:6]=[C:7]2[C:12]=1[N:11]=[C:10]([CH:13]=[O:14])[CH:9]=[CH:8]2)[CH3:2], predict the reactants needed to synthesize it. (7) Given the product [N+:1]([C:4]1[CH:5]=[C:6]([CH:7]=[CH:8][C:9]=1[N+:10]([O-:12])=[O:11])[CH2:13][N:15]1[CH2:16][CH2:17][N:18]([CH3:21])[CH2:19][CH2:20]1)([O-:3])=[O:2], predict the reactants needed to synthesize it. The reactants are: [N+:1]([C:4]1[CH:5]=[C:6]([C:13]([N:15]2[CH2:20][CH2:19][N:18]([CH3:21])[CH2:17][CH2:16]2)=O)[CH:7]=[CH:8][C:9]=1[N+:10]([O-:12])=[O:11])([O-:3])=[O:2].[BH4-].[Na+].B(F)(F)F.CCOCC. (8) Given the product [CH3:1][S:2]([C:5]1[N:6]=[C:7]([N:36]2[CH2:37][CH2:38][CH:33]([CH2:32][O:31][CH2:30][CH2:29][N:24]3[CH2:28][CH2:27][CH2:26][CH2:25]3)[CH2:34][CH2:35]2)[C:8]2[C:13]([C:14]3[CH:19]=[CH:18][CH:17]=[CH:16][CH:15]=3)=[CH:12][O:11][C:9]=2[N:10]=1)(=[O:4])=[O:3], predict the reactants needed to synthesize it. The reactants are: [CH3:1][S:2]([C:5]1[N:6]=[C:7](S(C)(=O)=O)[C:8]2[C:13]([C:14]3[CH:19]=[CH:18][CH:17]=[CH:16][CH:15]=3)=[CH:12][O:11][C:9]=2[N:10]=1)(=[O:4])=[O:3].[N:24]1([CH2:29][CH2:30][O:31][CH2:32][CH:33]2[CH2:38][CH2:37][NH:36][CH2:35][CH2:34]2)[CH2:28][CH2:27][CH2:26][CH2:25]1.C(=O)([O-])[O-].[K+].[K+].